Predict the reactants needed to synthesize the given product. From a dataset of Full USPTO retrosynthesis dataset with 1.9M reactions from patents (1976-2016). (1) Given the product [C:6]([CH2:7][O:8][C:9]1[CH:14]=[CH:13][C:12]([Cl:15])=[CH:11][C:10]=1[C:24]1[CH:25]=[CH:26][C:21]([C:18]([OH:20])=[O:19])=[CH:22][CH:23]=1)([OH:5])=[O:17], predict the reactants needed to synthesize it. The reactants are: C([O:5][C:6](=[O:17])[CH2:7][O:8][C:9]1[CH:14]=[CH:13][C:12]([Cl:15])=[CH:11][C:10]=1Br)(C)(C)C.[C:18]([C:21]1[CH:26]=[CH:25][C:24](B(O)O)=[CH:23][CH:22]=1)([OH:20])=[O:19]. (2) Given the product [F:47][C:44]1[CH:43]=[CH:42][C:41]([C:40]([C:31]2[N:30]=[C:29]([NH:7][C:4]3[CH:3]=[C:2]([CH3:1])[NH:6][N:5]=3)[C:38]3[C:33](=[CH:34][C:35]([CH3:39])=[CH:36][CH:37]=3)[N:32]=2)=[O:48])=[CH:46][CH:45]=1, predict the reactants needed to synthesize it. The reactants are: [CH3:1][C:2]1[NH:6][N:5]=[C:4]([NH2:7])[CH:3]=1.[I-].[K+].C(C1C=C(C(C)C)C=C(C(C)C)C=1S(O[C:29]1[C:38]2[C:33](=[CH:34][C:35]([CH3:39])=[CH:36][CH:37]=2)[N:32]=[C:31]([C:40](=[O:48])[C:41]2[CH:46]=[CH:45][C:44]([F:47])=[CH:43][CH:42]=2)[N:30]=1)(=O)=O)(C)C.O. (3) Given the product [Br-:1].[CH3:10][O:9][C:6]1[CH:7]=[CH:8][C:3]([CH2:2][P+:21]([C:22]2[CH:23]=[CH:24][CH:25]=[CH:26][CH:27]=2)([C:28]2[CH:33]=[CH:32][CH:31]=[CH:30][CH:29]=2)[C:15]2[CH:16]=[CH:17][CH:18]=[CH:19][CH:20]=2)=[CH:4][C:5]=1[C:11]([F:14])([F:13])[F:12], predict the reactants needed to synthesize it. The reactants are: [Br:1][CH2:2][C:3]1[CH:8]=[CH:7][C:6]([O:9][CH3:10])=[C:5]([C:11]([F:14])([F:13])[F:12])[CH:4]=1.[C:15]1([P:21]([C:28]2[CH:33]=[CH:32][CH:31]=[CH:30][CH:29]=2)[C:22]2[CH:27]=[CH:26][CH:25]=[CH:24][CH:23]=2)[CH:20]=[CH:19][CH:18]=[CH:17][CH:16]=1. (4) Given the product [CH2:1]([C:8]1[CH:9]=[N:10][C:11]2[C:16]([C:17]=1[C:18]1[CH:25]=[C:22]([CH2:23][NH:30][C:31]3[CH:40]=[CH:39][CH:38]=[C:37]4[C:32]=3[CH:33]=[CH:34][CH:35]=[C:36]4[CH2:41][C:42]([OH:44])=[O:43])[CH:21]=[N:20][CH:19]=1)=[CH:15][CH:14]=[CH:13][C:12]=2[C:26]([F:29])([F:28])[F:27])[C:2]1[CH:7]=[CH:6][CH:5]=[CH:4][CH:3]=1, predict the reactants needed to synthesize it. The reactants are: [CH2:1]([C:8]1[CH:9]=[N:10][C:11]2[C:16]([C:17]=1[C:18]1[CH:19]=[N:20][CH:21]=[C:22]([CH:25]=1)[CH:23]=O)=[CH:15][CH:14]=[CH:13][C:12]=2[C:26]([F:29])([F:28])[F:27])[C:2]1[CH:7]=[CH:6][CH:5]=[CH:4][CH:3]=1.[NH2:30][C:31]1[CH:40]=[CH:39][CH:38]=[C:37]2[C:32]=1[CH:33]=[CH:34][CH:35]=[C:36]2[CH2:41][C:42]([OH:44])=[O:43].